This data is from Reaction yield outcomes from USPTO patents with 853,638 reactions. The task is: Predict the reaction yield, written as a fraction of the theoretical maximum amount of product (1.0 means a 100% yield; for example, 0.34 means a 34% yield). (1) The reactants are [Cl:1][C:2]1[CH:10]=[C:9]2[C:5]([C:6]([C:11]([O:13]C)=[O:12])=[CH:7][NH:8]2)=[CH:4][C:3]=1[C:15]1[CH:20]=[CH:19][C:18]([O:21][CH2:22][CH2:23][CH2:24][N:25]2[CH2:30][CH2:29][N:28]([CH3:31])[CH2:27][CH2:26]2)=[CH:17][CH:16]=1.[OH-].[Na+]. The catalyst is CO. The product is [Cl:1][C:2]1[CH:10]=[C:9]2[C:5]([C:6]([C:11]([OH:13])=[O:12])=[CH:7][NH:8]2)=[CH:4][C:3]=1[C:15]1[CH:16]=[CH:17][C:18]([O:21][CH2:22][CH2:23][CH2:24][N:25]2[CH2:26][CH2:27][N:28]([CH3:31])[CH2:29][CH2:30]2)=[CH:19][CH:20]=1. The yield is 0.280. (2) The reactants are [Cl:1][C:2]1[CH:7]=[CH:6][C:5]([C:8]2[CH:13]=[CH:12][N+:11]([O-])=[CH:10][CH:9]=2)=[C:4]([O:15][CH3:16])[CH:3]=1.C(OC(=O)C)(=[O:19])C. No catalyst specified. The product is [Cl:1][C:2]1[CH:7]=[CH:6][C:5]([C:8]2[CH:13]=[CH:12][NH:11][C:10](=[O:19])[CH:9]=2)=[C:4]([O:15][CH3:16])[CH:3]=1. The yield is 0.910. (3) The reactants are C1(C)C=CC(S(O[CH:11]2[CH2:16][CH2:15][N:14]([C:17]3[CH:22]=[CH:21][C:20]([N:23]4[CH2:27][C@H:26]([CH2:28][NH:29][C:30](=[O:32])[CH3:31])[O:25][C:24]4=[O:33])=[CH:19][C:18]=3[F:34])[CH2:13][CH2:12]2)(=O)=O)=CC=1.[NH:36]1[C:40]([C:41]2[CH:46]=[CH:45][N:44]=[CH:43][CH:42]=2)=[N:39][N:38]=[N:37]1.C([O-])([O-])=O.[K+].[K+]. No catalyst specified. The product is [N:44]1[CH:45]=[CH:46][C:41]([C:40]2[N:39]([CH:11]3[CH2:16][CH2:15][N:14]([C:17]4[CH:22]=[CH:21][C:20]([N:23]5[CH2:27][C@H:26]([CH2:28][NH:29][C:30](=[O:32])[CH3:31])[O:25][C:24]5=[O:33])=[CH:19][C:18]=4[F:34])[CH2:13][CH2:12]3)[N:38]=[N:37][N:36]=2)=[CH:42][CH:43]=1. The yield is 0.170.